This data is from Forward reaction prediction with 1.9M reactions from USPTO patents (1976-2016). The task is: Predict the product of the given reaction. (1) Given the reactants [N+:1]([C:4]1[CH:9]=[CH:8][C:7]([OH:10])=[CH:6][CH:5]=1)([O-:3])=[O:2].C([O-])([O-])=O.[K+].[K+].CN(C=O)C.Br[CH2:23][C:24]([O:26][CH2:27][CH3:28])=[O:25], predict the reaction product. The product is: [N+:1]([C:4]1[CH:9]=[CH:8][C:7]([O:10][CH2:23][C:24]([O:26][CH2:27][CH3:28])=[O:25])=[CH:6][CH:5]=1)([O-:3])=[O:2]. (2) Given the reactants [CH:1]1([C:4]2[CH:5]=[N:6][C:7]([NH:14][C:15]3[CH:16]=[C:17]4[C:22](=[CH:23][CH:24]=3)[N:21]([C:25]3[CH:30]=[CH:29][CH:28]=[CH:27][CH:26]=3)[CH2:20][CH2:19][CH2:18]4)=[C:8]([CH:13]=2)[C:9]([O:11]C)=[O:10])[CH2:3][CH2:2]1.[OH-].[Na+], predict the reaction product. The product is: [CH:1]1([C:4]2[CH:5]=[N:6][C:7]([NH:14][C:15]3[CH:16]=[C:17]4[C:22](=[CH:23][CH:24]=3)[N:21]([C:25]3[CH:30]=[CH:29][CH:28]=[CH:27][CH:26]=3)[CH2:20][CH2:19][CH2:18]4)=[C:8]([CH:13]=2)[C:9]([OH:11])=[O:10])[CH2:3][CH2:2]1. (3) Given the reactants [CH2:1]([O:3][C:4](=[O:13])[CH2:5][C:6]1[CH:11]=[CH:10][CH:9]=[C:8]([NH2:12])[CH:7]=1)[CH3:2].[CH3:14][C:15]([O:18][C:19](O[C:19]([O:18][C:15]([CH3:17])([CH3:16])[CH3:14])=[O:20])=[O:20])([CH3:17])[CH3:16], predict the reaction product. The product is: [CH2:1]([O:3][C:4](=[O:13])[CH2:5][C:6]1[CH:11]=[CH:10][CH:9]=[C:8]([NH:12][C:19]([O:18][C:15]([CH3:17])([CH3:16])[CH3:14])=[O:20])[CH:7]=1)[CH3:2]. (4) Given the reactants [CH3:1][C:2]1[CH:3]=[C:4]([CH:8]=[CH:9][C:10]=1[CH3:11])[C:5]([OH:7])=O.[CH3:12][CH:13]([CH3:19])[CH2:14][CH:15]([NH2:18])[CH2:16][CH3:17], predict the reaction product. The product is: [CH3:1][C:2]1[CH:3]=[C:4]([CH:8]=[CH:9][C:10]=1[CH3:11])[C:5]([NH:18][CH:15]([CH2:14][CH:13]([CH3:19])[CH3:12])[CH2:16][CH3:17])=[O:7]. (5) Given the reactants OC1C=CC(CNC(=O)C2C=CC(NC3C4[N:18]([CH:27]=[CH:28]N=4)[C:19]([C:22]4[CH:23]=[N:24]N[CH:26]=4)=CN=3)=CC=2)=CC=1.[Br:33][C:34]1[N:39]2[CH:40]=[CH:41][N:42]=[C:38]2[C:37]([NH:43][C:44]2[CH:52]=[CH:51][C:47]([C:48]([OH:50])=O)=[CH:46][CH:45]=2)=[N:36][CH:35]=1.NCC1C=NC=CC=1.C(N(CC)C(C)C)(C)C.F[P-](F)(F)(F)(F)F.N1(OC(N(C)C)=[N+](C)C)C2N=CC=CC=2N=N1, predict the reaction product. The product is: [Br:33][C:34]1[N:39]2[CH:40]=[CH:41][N:42]=[C:38]2[C:37]([NH:43][C:44]2[CH:45]=[CH:46][C:47]([C:48]([NH:24][CH2:23][C:22]3[CH:19]=[N:18][CH:27]=[CH:28][CH:26]=3)=[O:50])=[CH:51][CH:52]=2)=[N:36][CH:35]=1.